This data is from Catalyst prediction with 721,799 reactions and 888 catalyst types from USPTO. The task is: Predict which catalyst facilitates the given reaction. Product: [F:28][C:25]1[CH:24]=[CH:23][C:22]([C:21]2[C:20]3[C:15](=[CH:16][CH:17]=[CH:18][CH:19]=3)[N:14]([CH:29]([CH3:31])[CH3:30])[C:13]=2/[CH:12]=[CH:11]/[C@@H:10]([OH:32])[CH2:9][C@@H:8]([OH:33])[CH2:7][C:6]([O-:34])=[O:5])=[CH:27][CH:26]=1.[Na+:36]. The catalyst class is: 8. Reactant: C([O:5][C:6](=[O:34])[CH2:7][C:8](=[O:33])[CH2:9][C@H:10]([OH:32])[CH:11]=[CH:12][C:13]1[N:14]([CH:29]([CH3:31])[CH3:30])[C:15]2[C:20]([C:21]=1[C:22]1[CH:27]=[CH:26][C:25]([F:28])=[CH:24][CH:23]=1)=[CH:19][CH:18]=[CH:17][CH:16]=2)(C)(C)C.[OH-].[Na+:36].